From a dataset of Reaction yield outcomes from USPTO patents with 853,638 reactions. Predict the reaction yield, written as a fraction of the theoretical maximum amount of product (1.0 means a 100% yield; for example, 0.34 means a 34% yield). The reactants are [Cl:1][C:2]1[CH:3]=[C:4](/[C:9](/[C:28]([F:31])([F:30])[F:29])=[CH:10]\[C:11]([C:13]2[CH:26]=[CH:25][C:16]([C:17]([NH:19][C:20]3([CH3:24])[CH2:23][S:22][CH2:21]3)=[O:18])=[C:15]([CH3:27])[CH:14]=2)=[O:12])[CH:5]=[C:6]([Cl:8])[CH:7]=1.FC(F)(F)C1C=C(NC(N[C@H]([C@@H]2C[C@@H]3CCN2C[C@@H]3CC)C2C3C(=CC=C(OC)C=3)N=CC=2)=S)C=C(C(F)(F)F)C=1.[Cl-].[NH4+].[N+:75]([CH3:78])([O-:77])=[O:76]. No catalyst specified. The product is [Cl:1][C:2]1[CH:3]=[C:4]([C@:9]([CH2:78][N+:75]([O-:77])=[O:76])([C:28]([F:31])([F:30])[F:29])[CH2:10][C:11]([C:13]2[CH:26]=[CH:25][C:16]([C:17]([NH:19][C:20]3([CH3:24])[CH2:23][S:22][CH2:21]3)=[O:18])=[C:15]([CH3:27])[CH:14]=2)=[O:12])[CH:5]=[C:6]([Cl:8])[CH:7]=1. The yield is 0.190.